This data is from Forward reaction prediction with 1.9M reactions from USPTO patents (1976-2016). The task is: Predict the product of the given reaction. (1) Given the reactants Br[C:2]1[CH:3]=[CH:4][C:5]([CH3:14])=[C:6]([C:8]2[CH:9]=[N:10][CH:11]=[CH:12][CH:13]=2)[CH:7]=1.[B:15]1([B:15]2[O:20][CH2:19][C:18]([CH3:22])([CH3:21])[CH2:17][O:16]2)[O:20][CH2:19][C:18]([CH3:22])([CH3:21])[CH2:17][O:16]1.CC([O-])=O.[K+], predict the reaction product. The product is: [CH3:21][C:18]1([CH3:22])[CH2:19][O:20][B:15]([C:2]2[CH:3]=[CH:4][C:5]([CH3:14])=[C:6]([C:8]3[CH:9]=[N:10][CH:11]=[CH:12][CH:13]=3)[CH:7]=2)[O:16][CH2:17]1. (2) Given the reactants [H-].[Na+].[Br:3][C:4]1[CH:5]=[C:6]([N+:11]([O-:13])=[O:12])[C:7](Cl)=[N:8][CH:9]=1.[C:14](OCC)(=O)CC(OCC)=O, predict the reaction product. The product is: [Br:3][C:4]1[CH:5]=[C:6]([N+:11]([O-:13])=[O:12])[C:7]([CH3:14])=[N:8][CH:9]=1.